Regression. Given a peptide amino acid sequence and an MHC pseudo amino acid sequence, predict their binding affinity value. This is MHC class I binding data. From a dataset of Peptide-MHC class I binding affinity with 185,985 pairs from IEDB/IMGT. (1) The peptide sequence is AMDTHLYFE. The MHC is HLA-A02:01 with pseudo-sequence HLA-A02:01. The binding affinity (normalized) is 0.0847. (2) The peptide sequence is HPDMDSMMI. The MHC is HLA-B35:01 with pseudo-sequence HLA-B35:01. The binding affinity (normalized) is 0.324. (3) The peptide sequence is AETGSQGVYM. The MHC is HLA-B44:03 with pseudo-sequence HLA-B44:03. The binding affinity (normalized) is 0.358. (4) The peptide sequence is FPNLQVDPT. The MHC is HLA-A02:19 with pseudo-sequence HLA-A02:19. The binding affinity (normalized) is 0.0847. (5) The peptide sequence is AQRAAGPSV. The MHC is HLA-B40:13 with pseudo-sequence HLA-B40:13. The binding affinity (normalized) is 0.505.